From a dataset of Reaction yield outcomes from USPTO patents with 853,638 reactions. Predict the reaction yield, written as a fraction of the theoretical maximum amount of product (1.0 means a 100% yield; for example, 0.34 means a 34% yield). (1) The product is [Cl:10][C:11]1[CH:16]=[C:15]([C:2]2[CH:7]=[CH:6][CH:5]=[CH:4][C:3]=2[O:8][CH3:9])[CH:14]=[CH:13][CH:12]=1. The catalyst is O.CO.C([O-])(=O)C.[Pd+2].C([O-])(=O)C. The reactants are I[C:2]1[CH:7]=[CH:6][CH:5]=[CH:4][C:3]=1[O:8][CH3:9].[Cl:10][C:11]1[CH:12]=[C:13](B(O)O)[CH:14]=[CH:15][CH:16]=1.C(=O)([O-])[O-].[K+].[K+].C(OCC)(=O)C. The yield is 0.890. (2) The reactants are [NH2:1][C:2]1[N:3]=[CH:4][C:5]([C:8]2[CH:9]=[C:10]([OH:15])[CH:11]=[CH:12][C:13]=2[Cl:14])=[N:6][CH:7]=1.I[CH:17]([CH3:19])[CH3:18].C([O-])([O-])=O.[K+].[K+]. The catalyst is CN(C=O)C.O. The product is [Cl:14][C:13]1[CH:12]=[CH:11][C:10]([O:15][CH:17]([CH3:19])[CH3:18])=[CH:9][C:8]=1[C:5]1[N:6]=[CH:7][C:2]([NH2:1])=[N:3][CH:4]=1. The yield is 0.630. (3) The reactants are [CH3:1][C:2]1[C:7]([O:8][C:9]2[CH:14]=[CH:13][N:12]=[C:11]([N:15]3[CH:19]=[C:18]([CH3:20])[N:17]=[CH:16]3)[CH:10]=2)=[CH:6][N:5]=[C:4]([N+:21]([O-])=O)[CH:3]=1. The catalyst is CO.C1COCC1.[Pd]. The product is [CH3:1][C:2]1[C:7]([O:8][C:9]2[CH:14]=[CH:13][N:12]=[C:11]([N:15]3[CH:19]=[C:18]([CH3:20])[N:17]=[CH:16]3)[CH:10]=2)=[CH:6][N:5]=[C:4]([NH2:21])[CH:3]=1. The yield is 0.770. (4) The reactants are [CH2:1]([O:3][C:4]([CH:6]1[CH2:11][CH2:10][N:9]([CH2:12][C:13]2[S:17][C:16]([NH:18]C(OC(C)(C)C)=O)=[N:15][CH:14]=2)[CH2:8][CH2:7]1)=[O:5])[CH3:2]. The catalyst is C(Cl)Cl.C(O)(C(F)(F)F)=O. The product is [CH2:1]([O:3][C:4]([CH:6]1[CH2:7][CH2:8][N:9]([CH2:12][C:13]2[S:17][C:16]([NH2:18])=[N:15][CH:14]=2)[CH2:10][CH2:11]1)=[O:5])[CH3:2]. The yield is 0.840. (5) The reactants are O=C1[CH2:11][CH2:10][CH2:9][C:8]2[N:7]=[N:6][C:5]([C:12]3[CH:17]=[CH:16][CH:15]=[C:14]([C:18]([F:21])([F:20])[F:19])[CH:13]=3)=[CH:4][C:3]1=2.C[Mg]Cl.[CH3:25]CCCCC.C([O:34][CH2:35][CH3:36])(=O)C. The catalyst is O1CCCC1. The product is [CH3:25][C:35]1([OH:34])[CH2:36][CH:10]([CH3:11])[CH2:9][C:8]2[N:7]=[N:6][C:5]([C:12]3[CH:17]=[CH:16][CH:15]=[C:14]([C:18]([F:20])([F:19])[F:21])[CH:13]=3)=[CH:4][C:3]1=2. The yield is 0.350. (6) The reactants are [BH4-].[Na+].[O:3]=[C:4]1[CH2:18][C@@H:7]2[CH2:8][N:9]([C:11]([O:13][C:14]([CH3:17])([CH3:16])[CH3:15])=[O:12])[CH2:10][C@@H:6]2[CH2:5]1. The catalyst is CO. The product is [OH:3][CH:4]1[CH2:18][C@@H:7]2[CH2:8][N:9]([C:11]([O:13][C:14]([CH3:16])([CH3:15])[CH3:17])=[O:12])[CH2:10][C@@H:6]2[CH2:5]1. The yield is 0.980. (7) The yield is 0.180. No catalyst specified. The product is [N:1]12[CH2:6][CH2:5][CH:4]([CH2:7][CH2:8]1)[CH:3]([CH2:9][C:10]([NH:22][C:19]1([C:16]3[CH:17]=[CH:18][C:13]([CH3:23])=[CH:14][CH:15]=3)[CH2:20][CH2:21]1)=[O:12])[CH2:2]2. The reactants are [N:1]12[CH2:8][CH2:7][CH:4]([CH2:5][CH2:6]1)[CH:3]([CH2:9][C:10]([OH:12])=O)[CH2:2]2.[C:13]1([CH3:23])[CH:18]=[CH:17][C:16]([C:19]2([NH2:22])[CH2:21][CH2:20]2)=[CH:15][CH:14]=1. (8) The reactants are C1(P(C2CCCCC2)C2C=CC=CC=2C2C(C(C)C)=CC(C(C)C)=CC=2C(C)C)CCCCC1.[CH2:35]([O:42][C:43]1[CH:48]=[CH:47][C:46](Br)=[CH:45][C:44]=1[F:50])[C:36]1[CH:41]=[CH:40][CH:39]=[CH:38][CH:37]=1.[Si:51]([O:58][C@H:59]([CH3:62])[CH2:60][NH2:61])([C:54]([CH3:57])([CH3:56])[CH3:55])([CH3:53])[CH3:52].C(=O)([O-])[O-].[Cs+].[Cs+]. The catalyst is C1(C)C=CC=CC=1.CCOC(C)=O.O.CC([O-])=O.CC([O-])=O.[Pd+2]. The product is [CH2:35]([O:42][C:43]1[CH:48]=[CH:47][C:46]([NH:61][CH2:60][C@H:59]([O:58][Si:51]([C:54]([CH3:55])([CH3:57])[CH3:56])([CH3:53])[CH3:52])[CH3:62])=[CH:45][C:44]=1[F:50])[C:36]1[CH:41]=[CH:40][CH:39]=[CH:38][CH:37]=1. The yield is 0.677. (9) The reactants are [CH3:1][C:2]([CH3:12])([C:10]#[CH:11])[CH2:3][O:4][CH:5]1[CH2:9][CH2:8][O:7][CH2:6]1.[CH3:13][O:14][C:15]([C:17]1[S:18][C:19](I)=[CH:20][C:21]=1[N:22]([CH:32]1[CH2:37][CH2:36][CH:35]([OH:38])[CH2:34][CH2:33]1)[C:23]([CH:25]1[CH2:30][CH2:29][CH:28]([CH3:31])[CH2:27][CH2:26]1)=[O:24])=[O:16].C(N(CC)CC)C. The catalyst is CN(C=O)C.Cl[Pd](Cl)([P](C1C=CC=CC=1)(C1C=CC=CC=1)C1C=CC=CC=1)[P](C1C=CC=CC=1)(C1C=CC=CC=1)C1C=CC=CC=1.[Cu]I. The product is [CH3:13][O:14][C:15]([C:17]1[S:18][C:19]([C:11]#[C:10][C:2]([CH3:12])([CH3:1])[CH2:3][O:4][CH:5]2[CH2:9][CH2:8][O:7][CH2:6]2)=[CH:20][C:21]=1[N:22]([CH:32]1[CH2:33][CH2:34][CH:35]([OH:38])[CH2:36][CH2:37]1)[C:23]([CH:25]1[CH2:30][CH2:29][CH:28]([CH3:31])[CH2:27][CH2:26]1)=[O:24])=[O:16]. The yield is 0.750.